This data is from Peptide-MHC class II binding affinity with 134,281 pairs from IEDB. The task is: Regression. Given a peptide amino acid sequence and an MHC pseudo amino acid sequence, predict their binding affinity value. This is MHC class II binding data. (1) The peptide sequence is LWDYFTLVLTNACEI. The MHC is DRB1_0101 with pseudo-sequence DRB1_0101. The binding affinity (normalized) is 0.788. (2) The peptide sequence is NIVNMLHGVRDGLVR. The MHC is DRB1_0301 with pseudo-sequence DRB1_0301. The binding affinity (normalized) is 0.279.